From a dataset of Full USPTO retrosynthesis dataset with 1.9M reactions from patents (1976-2016). Predict the reactants needed to synthesize the given product. (1) Given the product [Br:21][CH2:2][CH2:3][CH2:4][C:5]1[S:6][C:7]2[C:13]([O:14][CH3:15])=[C:12]([O:16][CH3:17])[C:11]([O:18][CH3:19])=[CH:10][C:8]=2[N:9]=1, predict the reactants needed to synthesize it. The reactants are: O[CH2:2][CH2:3][CH2:4][C:5]1[S:6][C:7]2[C:13]([O:14][CH3:15])=[C:12]([O:16][CH3:17])[C:11]([O:18][CH3:19])=[CH:10][C:8]=2[N:9]=1.C(Br)(Br)(Br)[Br:21].C1(P(C2C=CC=CC=2)C2C=CC=CC=2)C=CC=CC=1.O. (2) The reactants are: [CH:1]1([N:6]2[C:11](=[O:12])[C:10]([C:13]([NH:15][CH2:16][C:17]([O:19]CC)=[O:18])=[O:14])=[C:9]([OH:22])[C:8]([C:23]([O:25]C)=O)=[C:7]2[OH:27])[CH2:5][CH2:4][CH2:3][CH2:2]1.[NH2:28][C:29]1[CH:30]=[N:31][CH:32]=[CH:33][CH:34]=1.Cl. Given the product [CH:1]1([N:6]2[C:7]([OH:27])=[C:8]([C:23]([NH:28][C:29]3[CH:30]=[N:31][CH:32]=[CH:33][CH:34]=3)=[O:25])[C:9]([OH:22])=[C:10]([C:13]([NH:15][CH2:16][C:17]([OH:19])=[O:18])=[O:14])[C:11]2=[O:12])[CH2:2][CH2:3][CH2:4][CH2:5]1, predict the reactants needed to synthesize it.